This data is from Catalyst prediction with 721,799 reactions and 888 catalyst types from USPTO. The task is: Predict which catalyst facilitates the given reaction. (1) Reactant: [F:1][C:2]([F:19])([F:18])[C:3](=[O:17])[CH2:4][C:5]([C:8]1[CH:13]=[CH:12][C:11]([F:14])=[CH:10][C:9]=1[O:15][CH3:16])([CH3:7])[CH3:6].[Br:20]Br. Product: [Br:20][C:12]1[C:11]([F:14])=[CH:10][C:9]([O:15][CH3:16])=[C:8]([C:5]([CH3:7])([CH3:6])[CH2:4][C:3](=[O:17])[C:2]([F:1])([F:18])[F:19])[CH:13]=1. The catalyst class is: 15. (2) Reactant: [CH3:1][O:2][C:3]1[CH:19]=[CH:18][C:6]([CH2:7][CH2:8][NH:9][C:10](=O)[C:11]2[CH:16]=[CH:15][CH:14]=[CH:13][CH:12]=2)=[CH:5][CH:4]=1.O=P(Cl)(Cl)Cl. Product: [CH3:1][O:2][C:3]1[CH:19]=[C:18]2[C:6]([CH2:7][CH2:8][N:9]=[C:10]2[C:11]2[CH:16]=[CH:15][CH:14]=[CH:13][CH:12]=2)=[CH:5][CH:4]=1. The catalyst class is: 23. (3) Reactant: N[C:2]1[S:3][C:4]2[C:9]([NH:10][C@H:11]([CH2:14][CH2:15][CH3:16])[CH2:12][OH:13])=[N:8][C:7]([SH:17])=[N:6][C:5]=2[N:18]=1.[ClH:19].N([O-])=O.[Na+]. Product: [Cl:19][C:2]1[S:3][C:4]2[C:9]([NH:10][C@H:11]([CH2:14][CH2:15][CH3:16])[CH2:12][OH:13])=[N:8][C:7]([S:17][S:17][C:7]3[N:8]=[C:9]([NH:10][C@@H:11]([CH2:12][OH:13])[CH2:14][CH2:15][CH3:16])[C:4]4[S:3][C:2]([Cl:19])=[N:18][C:5]=4[N:6]=3)=[N:6][C:5]=2[N:18]=1. The catalyst class is: 47. (4) Reactant: [CH3:1][CH:2]([CH3:35])[C@H:3]([NH:11][CH2:12][CH2:13][C@H:14]1[CH2:19][CH2:18][CH2:17][C@@H:16]([O:20][CH2:21][C:22]2[N:23]=[C:24]([C:28]3[CH:29]=[C:30]([CH3:34])[CH:31]=[CH:32][CH:33]=3)[O:25][C:26]=2[CH3:27])[CH2:15]1)[C:4]([O:6][C:7]([CH3:10])([CH3:9])[CH3:8])=[O:5].[C:36](=[O:39])([O-])[O-:37].[Na+].[Na+]. Product: [CH3:21][O:20][C:16]1[CH:17]=[CH:18][C:19]([O:37][C:36]([N:11]([CH2:12][CH2:13][C@H:14]2[CH2:19][CH2:18][CH2:17][C@@H:16]([O:20][CH2:21][C:22]3[N:23]=[C:24]([C:28]4[CH:29]=[C:30]([CH3:34])[CH:31]=[CH:32][CH:33]=4)[O:25][C:26]=3[CH3:27])[CH2:15]2)[C@@H:3]([CH:2]([CH3:35])[CH3:1])[C:4]([O:6][C:7]([CH3:9])([CH3:10])[CH3:8])=[O:5])=[O:39])=[CH:14][CH:15]=1. The catalyst class is: 2.